This data is from Peptide-MHC class I binding affinity with 185,985 pairs from IEDB/IMGT. The task is: Regression. Given a peptide amino acid sequence and an MHC pseudo amino acid sequence, predict their binding affinity value. This is MHC class I binding data. (1) The peptide sequence is KYYNDILKL. The MHC is HLA-A68:02 with pseudo-sequence HLA-A68:02. The binding affinity (normalized) is 0.0847. (2) The peptide sequence is AENGELTEI. The MHC is HLA-B44:02 with pseudo-sequence HLA-B44:02. The binding affinity (normalized) is 0.519. (3) The peptide sequence is PIYYVQKQLV. The MHC is HLA-A02:01 with pseudo-sequence HLA-A02:01. The binding affinity (normalized) is 0.0911. (4) The peptide sequence is KPNSFTFSF. The MHC is HLA-A32:01 with pseudo-sequence HLA-A32:01. The binding affinity (normalized) is 0.118.